From a dataset of Forward reaction prediction with 1.9M reactions from USPTO patents (1976-2016). Predict the product of the given reaction. (1) Given the reactants C(OC(=O)[N:7]=[C:8]([NH:47]C(OC(C)(C)C)=O)[NH:9][CH2:10][CH2:11][O:12][C:13]1[CH:18]=[C:17]([F:19])[C:16]([CH2:20][S:21][C:22]2[N:23]([C:39]3[CH:44]=[CH:43][C:42]([F:45])=[CH:41][CH:40]=3)[C:24]([C:27]([C:30]3[CH:35]=[CH:34][C:33]([Cl:36])=[C:32]([O:37][CH3:38])[CH:31]=3)([CH3:29])[CH3:28])=[CH:25][N:26]=2)=[C:15]([F:46])[CH:14]=1)(C)(C)C.[C:56]([OH:62])([C:58]([F:61])([F:60])[F:59])=[O:57], predict the reaction product. The product is: [F:59][C:58]([F:61])([F:60])[C:56]([O-:62])=[O:57].[NH2:47][C:8]([NH:9][CH2:10][CH2:11][O:12][C:13]1[CH:18]=[C:17]([F:19])[C:16]([CH2:20][S:21][C:22]2[N:23]([C:39]3[CH:44]=[CH:43][C:42]([F:45])=[CH:41][CH:40]=3)[C:24]([C:27]([C:30]3[CH:35]=[CH:34][C:33]([Cl:36])=[C:32]([O:37][CH3:38])[CH:31]=3)([CH3:29])[CH3:28])=[CH:25][N:26]=2)=[C:15]([F:46])[CH:14]=1)=[NH2+:7]. (2) Given the reactants [CH2:1]([NH:8][C:9]1[N:14]=[N:13][C:12]([CH2:15][CH2:16][C:17]2[CH:24]=[CH:23][C:20]([CH:21]=O)=[CH:19][CH:18]=2)=[CH:11][CH:10]=1)[C:2]1[CH:7]=[CH:6][CH:5]=[CH:4][CH:3]=1.[NH:25]1[CH2:29][CH2:28][CH2:27][CH2:26]1, predict the reaction product. The product is: [CH2:1]([NH:8][C:9]1[N:14]=[N:13][C:12]([CH2:15][CH2:16][C:17]2[CH:24]=[CH:23][C:20]([CH2:21][N:25]3[CH2:29][CH2:28][CH2:27][CH2:26]3)=[CH:19][CH:18]=2)=[CH:11][CH:10]=1)[C:2]1[CH:7]=[CH:6][CH:5]=[CH:4][CH:3]=1. (3) Given the reactants O.[C:2]([OH:6])(C)([CH3:4])[CH3:3].[N+:7]([C:10]1[CH:24]=[CH:23][C:13]([C:14]([O:16][CH2:17][CH2:18][CH2:19]CC=C)=[O:15])=[CH:12][CH:11]=1)([O-:9])=[O:8].S(S([O-])=O)([O-])(=O)=[O:26].[Na+].[Na+], predict the reaction product. The product is: [N+:7]([C:10]1[CH:24]=[CH:23][C:13]([C:14]([O:16][CH2:17][CH2:18][CH2:19][CH2:3][C@H:2]([OH:6])[CH2:4][OH:26])=[O:15])=[CH:12][CH:11]=1)([O-:9])=[O:8]. (4) Given the reactants O1CCOCC1.[C:7]([O:11][C:12](=[O:39])[N:13]([C@@H:27]([C:29]1[C:38]2[C:33](=[CH:34][CH:35]=[CH:36][CH:37]=2)[CH:32]=[CH:31][CH:30]=1)[CH3:28])[CH2:14][CH:15]1[CH2:20][CH2:19][NH:18][CH2:17][CH:16]1[C:21]1[CH:26]=[CH:25][CH:24]=[CH:23][CH:22]=1)([CH3:10])([CH3:9])[CH3:8].I[C:41]1[CH:42]=[C:43]([CH:49]=[CH:50][CH:51]=1)[C:44]([O:46][CH2:47][CH3:48])=[O:45].C(=O)([O-])[O-].[Cs+].[Cs+], predict the reaction product. The product is: [C:7]([O:11][C:12]([N:13]([CH2:14][CH:15]1[CH2:20][CH2:19][N:18]([C:41]2[CH:42]=[C:43]([CH:49]=[CH:50][CH:51]=2)[C:44]([O:46][CH2:47][CH3:48])=[O:45])[CH2:17][CH:16]1[C:21]1[CH:22]=[CH:23][CH:24]=[CH:25][CH:26]=1)[C@@H:27]([C:29]1[C:38]2[C:33](=[CH:34][CH:35]=[CH:36][CH:37]=2)[CH:32]=[CH:31][CH:30]=1)[CH3:28])=[O:39])([CH3:8])([CH3:9])[CH3:10]. (5) Given the reactants [Cl:1][C:2]1[CH:3]=[C:4]([CH:7]=[C:8](Cl)[CH:9]=1)[C:5]#[N:6].[CH3:11][O-:12].[Na+].Cl, predict the reaction product. The product is: [Cl:1][C:2]1[CH:9]=[C:8]([O:12][CH3:11])[CH:7]=[C:4]([CH:3]=1)[C:5]#[N:6]. (6) Given the reactants [C:1]([O:5][C:6]([N:8]([C:35]1[CH:40]=[CH:39][CH:38]=[CH:37][N:36]=1)[CH2:9][C:10]#[C:11][C:12]1[CH:34]=[CH:33][C:15]([CH2:16][C@@H:17]([C:29]([O:31][CH3:32])=[O:30])[NH:18][C:19](=[O:28])[C:20]2[C:25]([Cl:26])=[CH:24][CH:23]=[CH:22][C:21]=2[Cl:27])=[CH:14][CH:13]=1)=[O:7])([CH3:4])([CH3:3])[CH3:2], predict the reaction product. The product is: [C:1]([O:5][C:6]([N:8]([C:35]1[CH:40]=[CH:39][CH:38]=[CH:37][N:36]=1)[CH2:9][CH2:10][CH2:11][C:12]1[CH:13]=[CH:14][C:15]([CH2:16][C@@H:17]([C:29]([O:31][CH3:32])=[O:30])[NH:18][C:19](=[O:28])[C:20]2[C:25]([Cl:26])=[CH:24][CH:23]=[CH:22][C:21]=2[Cl:27])=[CH:33][CH:34]=1)=[O:7])([CH3:4])([CH3:2])[CH3:3]. (7) Given the reactants [C:1]1([CH2:7][CH2:8][CH2:9][CH2:10][CH2:11][O:12][C:13]2[CH:18]=[CH:17][CH:16]=[CH:15][C:14]=2[CH2:19]O)[CH:6]=[CH:5][CH:4]=[CH:3][CH:2]=1.[BrH:21].[C:22]1([PH+:28]([C:35]2[CH:40]=[CH:39][CH:38]=[CH:37][CH:36]=2)[C:29]2[CH:34]=[CH:33][CH:32]=[CH:31][CH:30]=2)[CH:27]=[CH:26][CH:25]=[CH:24][CH:23]=1, predict the reaction product. The product is: [Br-:21].[C:35]1([P+:28]([C:22]2[CH:23]=[CH:24][CH:25]=[CH:26][CH:27]=2)([C:29]2[CH:34]=[CH:33][CH:32]=[CH:31][CH:30]=2)[CH2:19][C:14]2[CH:15]=[CH:16][CH:17]=[CH:18][C:13]=2[O:12][CH2:11][CH2:10][CH2:9][CH2:8][CH2:7][C:1]2[CH:6]=[CH:5][CH:4]=[CH:3][CH:2]=2)[CH:36]=[CH:37][CH:38]=[CH:39][CH:40]=1. (8) Given the reactants [OH:1][C:2]1[C:7]([OH:8])=[CH:6][CH:5]=[CH:4][N:3]=1.[Cl:9][C:10]1[CH:11]=[C:12]([CH:14]=[CH:15][CH:16]=1)[NH2:13], predict the reaction product. The product is: [Cl:9][C:10]1[CH:11]=[C:12]([NH:13][C:5]2[C:4]([NH:13][C:12]3[CH:14]=[CH:15][CH:16]=[C:10]([Cl:9])[CH:11]=3)=[N:3][C:2](=[O:1])[C:7](=[O:8])[CH:6]=2)[CH:14]=[CH:15][CH:16]=1. (9) Given the reactants [C:1]([O:5][C:6]([N:8]1[CH2:13][CH2:12][CH:11]([N:14]2[C@H:18]([C:19]3[CH:24]=[CH:23][CH:22]=[CH:21][CH:20]=3)[CH2:17][NH:16][C:15]2=[O:25])[CH2:10][CH2:9]1)=[O:7])([CH3:4])([CH3:3])[CH3:2].[H-].[Na+].[C:28](Cl)(=[O:30])[CH3:29], predict the reaction product. The product is: [C:1]([O:5][C:6]([N:8]1[CH2:9][CH2:10][CH:11]([N:14]2[C@H:18]([C:19]3[CH:20]=[CH:21][CH:22]=[CH:23][CH:24]=3)[CH2:17][N:16]([C:28](=[O:30])[CH3:29])[C:15]2=[O:25])[CH2:12][CH2:13]1)=[O:7])([CH3:4])([CH3:2])[CH3:3].